Dataset: Forward reaction prediction with 1.9M reactions from USPTO patents (1976-2016). Task: Predict the product of the given reaction. (1) Given the reactants [CH:1]([C:3]1[CH:4]=[CH:5][C:6]([N:11]2[CH:15]=[N:14][C:13]([N+:16]([O-:18])=[O:17])=[N:12]2)=[C:7]([CH:10]=1)[C:8]#[N:9])=O.[C:19]([O-])([O-])=O.[K+].[K+], predict the reaction product. The product is: [N+:16]([C:13]1[N:14]=[CH:15][N:11]([C:6]2[CH:5]=[CH:4][C:3]([CH:1]=[CH2:19])=[CH:10][C:7]=2[C:8]#[N:9])[N:12]=1)([O-:18])=[O:17]. (2) Given the reactants [CH2:1]([C:8]1[CH:9]=[C:10]2[CH:17]=[C:16]([C:18]3[CH:32]=[CH:31][C:21]([CH2:22][N:23]4[CH2:26][CH:25]([C:27]([O:29][CH3:30])=[O:28])[CH2:24]4)=[CH:20][C:19]=3[F:33])[O:15][C:11]2=[C:12](Cl)[N:13]=1)[C:2]1[CH:7]=[CH:6][CH:5]=[CH:4][CH:3]=1.C1CCCCC=1, predict the reaction product. The product is: [CH2:1]([C:8]1[CH:9]=[C:10]2[CH:17]=[C:16]([C:18]3[CH:32]=[CH:31][C:21]([CH2:22][N:23]4[CH2:24][CH:25]([C:27]([O:29][CH3:30])=[O:28])[CH2:26]4)=[CH:20][C:19]=3[F:33])[O:15][C:11]2=[CH:12][N:13]=1)[C:2]1[CH:3]=[CH:4][CH:5]=[CH:6][CH:7]=1. (3) The product is: [CH2:1]([O:8][C@H:9]1[C@H:14]([O:15][CH2:16][C:17]2[CH:18]=[CH:19][CH:20]=[CH:21][CH:22]=2)[C@@H:13]([O:23][CH2:24][C:25]2[CH:30]=[CH:29][CH:28]=[CH:27][CH:26]=2)[C@@:12]([C:33]2[CH:38]=[CH:37][C:36]([Cl:39])=[C:35]([CH2:40][C:41]3[CH:42]=[CH:43][C:44]([O:47][CH2:48][C:49]4[CH:54]=[CH:53][CH:52]=[CH:51][CH:50]=4)=[CH:45][CH:46]=3)[CH:34]=2)([O:31][CH3:32])[O:11][C@@:10]1([CH2:57][OH:58])[CH:55]=[O:56])[C:2]1[CH:3]=[CH:4][CH:5]=[CH:6][CH:7]=1. Given the reactants [CH2:1]([O:8][C@H:9]1[C@H:14]([O:15][CH2:16][C:17]2[CH:22]=[CH:21][CH:20]=[CH:19][CH:18]=2)[C@@H:13]([O:23][CH2:24][C:25]2[CH:30]=[CH:29][CH:28]=[CH:27][CH:26]=2)[C@@:12]([C:33]2[CH:38]=[CH:37][C:36]([Cl:39])=[C:35]([CH2:40][C:41]3[CH:46]=[CH:45][C:44]([O:47][CH2:48][C:49]4[CH:54]=[CH:53][CH:52]=[CH:51][CH:50]=4)=[CH:43][CH:42]=3)[CH:34]=2)([O:31][CH3:32])[O:11][C@@H:10]1[CH:55]=[O:56])[C:2]1[CH:7]=[CH:6][CH:5]=[CH:4][CH:3]=1.[CH2:57]=[O:58].N12CCCN=C1CCCCC2, predict the reaction product. (4) Given the reactants [F:1][C:2]([F:16])([CH3:15])[C:3]([C:5]1[CH:10]=[CH:9][CH:8]=[C:7]([C:11]([F:14])([F:13])[F:12])[CH:6]=1)=O.Cl.NO.C([O-])(=O)C.[Na+].[H-].[Al+3].[Li+].[H-].[H-].[H-].[Cl-].[NH4+].[Cl:33][C:34]1[CH:35]=[C:36](/[CH:46]=[CH:47]/[C:48]([OH:50])=O)[CH:37]=[CH:38][C:39]=1[C:40](=[O:45])[NH:41][CH:42]1[CH2:44][CH2:43]1.O.[Cl-].COC1N=C(OC)N=C([N+]2(C)CCOCC2)[N:56]=1.Cl, predict the reaction product. The product is: [Cl:33][C:34]1[CH:35]=[C:36](/[CH:46]=[CH:47]/[C:48]([NH:56][CH:3]([C:5]2[CH:10]=[CH:9][CH:8]=[C:7]([C:11]([F:14])([F:13])[F:12])[CH:6]=2)[C:2]([F:16])([F:1])[CH3:15])=[O:50])[CH:37]=[CH:38][C:39]=1[C:40]([NH:41][CH:42]1[CH2:44][CH2:43]1)=[O:45]. (5) Given the reactants [C:1]([O:5][C:6]([N:8]1[CH2:12][C@H:11]([OH:13])[CH2:10][C@H:9]1[C:14]([OH:16])=O)=[O:7])([CH3:4])([CH3:3])[CH3:2].C1C=C[C:20]2N(O)N=[N:23][C:21]=2[CH:22]=1.C1CCC(N=C=NC2CCCCC2)CC1.C1(N)CC1.CCN(C(C)C)C(C)C, predict the reaction product. The product is: [C:1]([O:5][C:6]([N:8]1[CH2:12][C@H:11]([OH:13])[CH2:10][C@H:9]1[C:14](=[O:16])[NH:23][CH:21]1[CH2:22][CH2:20]1)=[O:7])([CH3:2])([CH3:3])[CH3:4]. (6) Given the reactants [Cl:1][C:2]1[CH:7]=[CH:6][C:5]([CH:8](O)[C:9]([O:11][CH2:12][CH3:13])=[O:10])=[CH:4][CH:3]=1.[NH2:15][C:16]1[CH:17]=[C:18]([Cl:24])[C:19](=[O:23])[N:20]([CH3:22])[CH:21]=1, predict the reaction product. The product is: [Cl:24][C:18]1[C:19](=[O:23])[N:20]([CH3:22])[CH:21]=[C:16]([NH:15][CH:8]([C:5]2[CH:6]=[CH:7][C:2]([Cl:1])=[CH:3][CH:4]=2)[C:9]([O:11][CH2:12][CH3:13])=[O:10])[CH:17]=1. (7) Given the reactants C(O[C:4]12[CH2:11][O:10][CH2:9][CH:8]1[S:7]/[C:6](=[N:12]\[C:13]([C:15]13[CH2:24][CH:19]4[CH2:20][CH:21]([CH2:23][CH:17]([CH2:18]4)[CH2:16]1)[CH2:22]3)=[O:14])/[N:5]2[CH2:25][CH2:26][O:27][CH3:28])C.O.C1(C)C=CC(S(O)(=O)=[O:37])=CC=1, predict the reaction product. The product is: [C:26]([O-:27])(=[O:37])[CH3:25].[NH4+:5].[CH3:28][O:27][CH2:26][CH2:25][N:5]1[C:4]2[CH2:11][O:10][CH2:9][C:8]=2[S:7][C:6]1=[N:12][C:13]([C:15]12[CH2:16][CH:17]3[CH2:18][CH:19]([CH2:20][CH:21]([CH2:23]3)[CH2:22]1)[CH2:24]2)=[O:14].